From a dataset of Reaction yield outcomes from USPTO patents with 853,638 reactions. Predict the reaction yield, written as a fraction of the theoretical maximum amount of product (1.0 means a 100% yield; for example, 0.34 means a 34% yield). The reactants are C([O-])([O-])=O.[Na+].[Na+].[C:7]1([O:17][CH3:18])[C:8](=[CH:10][CH:11]=[C:12]([CH:16]=1)[CH:13]=[CH:14][CH3:15])[OH:9].[C:19](OC=C)(=O)[CH3:20].CCCCCC. The catalyst is C1(C)C=CC=CC=1. The product is [CH:19]([O:9][C:8]1[C:7]([O:17][CH3:18])=[CH:16][C:12]([CH:13]=[CH:14][CH3:15])=[CH:11][CH:10]=1)=[CH2:20]. The yield is 0.370.